Dataset: Catalyst prediction with 721,799 reactions and 888 catalyst types from USPTO. Task: Predict which catalyst facilitates the given reaction. (1) Product: [OH:7][C:8]([CH3:40])([CH3:41])[CH2:9][C@@:10]1([C:34]2[CH:39]=[CH:38][CH:37]=[CH:36][CH:35]=2)[O:15][C:14](=[O:16])[N:13]([C@H:17]([C:19]2[CH:20]=[CH:21][C:22]([C:49]3[CH:50]=[CH:51][C:46]([C:44]([OH:43])=[O:45])=[N:47][CH:48]=3)=[CH:23][CH:24]=2)[CH3:18])[CH2:12][CH2:11]1. The catalyst class is: 9. Reactant: C([O-])([O-])=O.[Na+].[Na+].[OH:7][C:8]([CH3:41])([CH3:40])[CH2:9][C@@:10]1([C:34]2[CH:39]=[CH:38][CH:37]=[CH:36][CH:35]=2)[O:15][C:14](=[O:16])[N:13]([C@H:17]([C:19]2[CH:24]=[CH:23][C:22](B3OC(C)(C)C(C)(C)O3)=[CH:21][CH:20]=2)[CH3:18])[CH2:12][CH2:11]1.C[O:43][C:44]([C:46]1[CH:51]=[CH:50][C:49](Br)=[CH:48][N:47]=1)=[O:45]. (2) Reactant: [Br:1][C:2]1[CH:7]=[C:6]([CH3:8])[C:5]([C:9]2[C:10](=[O:16])[CH2:11][CH2:12][C:13]=2[O:14][CH3:15])=[C:4]([CH3:17])[CH:3]=1.C[Si]([N-][Si](C)(C)C)(C)C.[Li+].[CH2:28]1[CH:33]([CH:34]=[O:35])[CH2:32][CH2:31][O:30][CH2:29]1. Product: [Br:1][C:2]1[CH:3]=[C:4]([CH3:17])[C:5]([C:9]2[C:10](=[O:16])[CH:11]([CH:34]([OH:35])[CH:33]3[CH2:32][CH2:31][O:30][CH2:29][CH2:28]3)[CH2:12][C:13]=2[O:14][CH3:15])=[C:6]([CH3:8])[CH:7]=1. The catalyst class is: 7.